Dataset: Catalyst prediction with 721,799 reactions and 888 catalyst types from USPTO. Task: Predict which catalyst facilitates the given reaction. (1) Product: [OH:8][N:9]1[C:14]2[N:15]=[CH:16][N:17]=[CH:18][C:13]=2[C:12]([NH:19][CH2:20][CH2:21][C:22]2[CH:27]=[CH:26][CH:25]=[CH:24][CH:23]=2)=[CH:11][C:10]1=[O:28]. Reactant: C([O:8][N:9]1[C:14]2[N:15]=[CH:16][N:17]=[CH:18][C:13]=2[C:12]([NH:19][CH2:20][CH2:21][C:22]2[CH:27]=[CH:26][CH:25]=[CH:24][CH:23]=2)=[CH:11][C:10]1=[O:28])C1C=CC=CC=1.[H][H]. The catalyst class is: 352. (2) Reactant: CC(NC1C2C=C(O)C=CC=2C2C(=CC(OC)=C(OC)C=2OC)CC1)=O.CCN=C=NCCCN(C)C.[C:38]([C:41]1[CH:46]=[CH:45][C:44](CCC(O)=O)=[CH:43][CH:42]=1)([OH:40])=[O:39]. Product: [C:38]([OH:40])(=[O:39])[C:41]1[CH:46]=[CH:45][CH:44]=[CH:43][CH:42]=1. The catalyst class is: 142. (3) Reactant: [CH3:1][O:2][C:3]1[CH:4]=[C:5]([CH:8]=[C:9]([O:13][CH3:14])[C:10]=1[O:11][CH3:12])[CH:6]=O.[N:15]([CH2:18][C:19]([O:21][CH3:22])=[O:20])=[N+:16]=[N-:17].[Na]. Product: [CH3:1][O:2][C:3]1[CH:4]=[C:5]([CH:6]=[C:18]([N:15]=[N+:16]=[N-:17])[C:19]([O:21][CH3:22])=[O:20])[CH:8]=[C:9]([O:13][CH3:14])[C:10]=1[O:11][CH3:12]. The catalyst class is: 5. (4) Reactant: Cl.[F:2][C:3]([F:24])([F:23])[C:4]1[CH:22]=[CH:21][CH:20]=[CH:19][C:5]=1[CH:6]([O:14][CH:15]1[CH2:18][NH:17][CH2:16]1)[C:7]1[CH:12]=[CH:11][C:10]([Cl:13])=[CH:9][CH:8]=1.[N+:25]([C:28]1[CH:33]=[CH:32][C:31]([S:34](Cl)(=[O:36])=[O:35])=[CH:30][CH:29]=1)([O-:27])=[O:26].C(=O)([O-])[O-].C(O)C(N)(CO)CO. Product: [N+:25]([C:28]1[CH:29]=[CH:30][C:31]([S:34]([N:17]2[CH2:18][CH:15]([O:14][CH:6]([C:7]3[CH:12]=[CH:11][C:10]([Cl:13])=[CH:9][CH:8]=3)[C:5]3[CH:19]=[CH:20][CH:21]=[CH:22][C:4]=3[C:3]([F:2])([F:23])[F:24])[CH2:16]2)(=[O:36])=[O:35])=[CH:32][CH:33]=1)([O-:27])=[O:26]. The catalyst class is: 4. (5) Reactant: [O:1]=[C:2]1[CH2:7][NH:6][CH2:5][CH2:4][N:3]1[C:8]1[CH:13]=[CH:12][C:11]([S:14]([NH:17][C:18]2[S:19][CH:20]=[CH:21][N:22]=2)(=[O:16])=[O:15])=[CH:10][CH:9]=1.[Cl:23][C:24]1[CH:25]=[C:26]2[C:31](=[CH:32][CH:33]=1)[N:30]([C@@H:34]([CH:38]([CH3:40])[CH3:39])[C:35](O)=[O:36])[CH2:29][CH2:28][CH2:27]2.CN(C(ON1N=NC2C=CC=NC1=2)=[N+](C)C)C.F[P-](F)(F)(F)(F)F.C(=O)(O)[O-].[Na+]. Product: [Cl:23][C:24]1[CH:25]=[C:26]2[C:31](=[CH:32][CH:33]=1)[N:30]([C@@H:34]([CH:38]([CH3:40])[CH3:39])[C:35]([N:6]1[CH2:5][CH2:4][N:3]([C:8]3[CH:9]=[CH:10][C:11]([S:14]([NH:17][C:18]4[S:19][CH:20]=[CH:21][N:22]=4)(=[O:16])=[O:15])=[CH:12][CH:13]=3)[C:2](=[O:1])[CH2:7]1)=[O:36])[CH2:29][CH2:28][CH2:27]2. The catalyst class is: 3. (6) Reactant: [NH2:1][CH:2]([C:17]1[CH:22]=[CH:21][CH:20]=[CH:19][CH:18]=1)[C:3]([NH:5][C:6]1[CH:11]=[CH:10][C:9]([CH3:12])=[C:8]([C:13]([F:16])([F:15])[F:14])[CH:7]=1)=[O:4].[CH3:23][O:24][C:25]1[CH:30]=[CH:29][C:28]([N+:31]([O-:33])=[O:32])=[CH:27][C:26]=1[N:34]=[C:35]=[O:36]. Product: [CH3:12][C:9]1[CH:10]=[CH:11][C:6]([NH:5][C:3](=[O:4])[CH:2]([NH:1][C:35]([NH:34][C:26]2[CH:27]=[C:28]([N+:31]([O-:33])=[O:32])[CH:29]=[CH:30][C:25]=2[O:24][CH3:23])=[O:36])[C:17]2[CH:18]=[CH:19][CH:20]=[CH:21][CH:22]=2)=[CH:7][C:8]=1[C:13]([F:14])([F:15])[F:16]. The catalyst class is: 4. (7) Reactant: [C:1]([NH:4][NH2:5])(=[O:3])[CH3:2].[Br:6][C:7]1[CH:16]=[CH:15][CH:14]=[C:13]2[C:8]=1[N:9]=[C:10]([NH:20][C:21]([CH3:24])([CH3:23])[CH3:22])[C:11]([C:17](O)=O)=[N:12]2.CCCP1(OP(CCC)(=O)OP(CCC)(=O)O1)=O. Product: [Br:6][C:7]1[CH:16]=[CH:15][CH:14]=[C:13]2[C:8]=1[N:9]=[C:10]([NH:20][C:21]([CH3:23])([CH3:22])[CH3:24])[C:11]([C:17]1[O:3][C:1]([CH3:2])=[N:4][N:5]=1)=[N:12]2. The catalyst class is: 25. (8) Reactant: Br[C:2]1[CH:3]=[N+:4]([O-:11])[CH:5]=[CH:6][C:7]=1[N+:8]([O-:10])=[O:9].[OH:12][C:13]1[CH:14]=[N:15][CH:16]=[C:17]([CH:22]=1)[C:18]([O:20][CH3:21])=[O:19].C(=O)([O-])[O-].[K+].[K+].CCCCCCCC(C([NH3+])(C(CCCCCCC)=O)C(CCCCCCC)=O)=O.[Cl-]. Product: [CH3:21][O:20][C:18]([C:17]1[CH:22]=[C:13]([O:12][C:2]2[CH:3]=[N+:4]([O-:11])[CH:5]=[CH:6][C:7]=2[N+:8]([O-:10])=[O:9])[CH:14]=[N:15][CH:16]=1)=[O:19]. The catalyst class is: 21. (9) Reactant: [I-].[CH3:2][N+:3](=[CH2:5])[CH3:4].[CH3:6][C@H:7]1[O:12][C@@H:11]([C:13]2[CH:18]=[CH:17][N:16]=[CH:15][C:14]=2[N+:19]([O-:21])=[O:20])[CH2:10][C:9]([O:22][Si](CC)(CC)CC)=[CH:8]1.Cl.[OH-].[Na+]. Product: [CH3:5][N:3]([CH2:4][CH:8]1[C:9](=[O:22])[CH2:10][C@H:11]([C:13]2[CH:18]=[CH:17][N:16]=[CH:15][C:14]=2[N+:19]([O-:21])=[O:20])[O:12][C@@H:7]1[CH3:6])[CH3:2]. The catalyst class is: 2.